This data is from Reaction yield outcomes from USPTO patents with 853,638 reactions. The task is: Predict the reaction yield, written as a fraction of the theoretical maximum amount of product (1.0 means a 100% yield; for example, 0.34 means a 34% yield). (1) The product is [CH3:30][C:29]([CH3:32])([CH3:31])[CH2:28][N:27]1[C:20]2[N:21]=[C:22]([C:25]#[N:26])[N:23]=[CH:24][C:19]=2[CH:18]=[C:17]1[CH2:16][N:12]1[C:11](=[O:33])[C:10]2([CH2:9][CH2:8][NH:7][CH2:35][CH2:34]2)[O:14][C:13]1=[O:15]. The reactants are ClC(Cl)(Cl)COC([N:7]1[CH2:35][CH2:34][C:10]2([O:14][C:13](=[O:15])[N:12]([CH2:16][C:17]3[N:27]([CH2:28][C:29]([CH3:32])([CH3:31])[CH3:30])[C:20]4[N:21]=[C:22]([C:25]#[N:26])[N:23]=[CH:24][C:19]=4[CH:18]=3)[C:11]2=[O:33])[CH2:9][CH2:8]1)=O. The yield is 0.280. The catalyst is C(O)(=O)C.[Zn]. (2) The reactants are [CH3:1][C:2]1[C:3]([C:7]([O:9][CH3:10])=[O:8])=[CH:4][S:5][CH:6]=1.[CH3:11][C:12]1([CH3:19])[C:16]([CH3:18])([CH3:17])[O:15][BH:14][O:13]1. The catalyst is C1CCCCC1.C[O-].C[O-].C1CC=CCCC=C1.C1CC=CCCC=C1.[Ir].[Ir].C(C1C=CN=C(C2C=C(C(C)(C)C)C=CN=2)C=1)(C)(C)C. The product is [CH3:1][C:2]1[C:3]([C:7]([O:9][CH3:10])=[O:8])=[CH:4][S:5][C:6]=1[B:14]1[O:15][C:16]([CH3:18])([CH3:17])[C:12]([CH3:19])([CH3:11])[O:13]1. The yield is 0.660. (3) The reactants are C([O-])(=O)C.[K+].[B:15]1([B:15]2[O:19][C:18]([CH3:21])([CH3:20])[C:17]([CH3:23])([CH3:22])[O:16]2)[O:19][C:18]([CH3:21])([CH3:20])[C:17]([CH3:23])([CH3:22])[O:16]1.Br[C:25]1[CH:26]=[CH:27][C:28]2[NH:32][C:31](=[O:33])[N:30]([CH3:34])[C:29]=2[CH:35]=1. The catalyst is CS(C)=O.C1C=CC(P(C2C=CC=CC=2)[C-]2C=CC=C2)=CC=1.C1C=CC(P(C2C=CC=CC=2)[C-]2C=CC=C2)=CC=1.Cl[Pd]Cl.[Fe+2]. The product is [CH3:34][N:30]1[C:29]2[CH:35]=[C:25]([B:15]3[O:16][C:17]([CH3:22])([CH3:23])[C:18]([CH3:20])([CH3:21])[O:19]3)[CH:26]=[CH:27][C:28]=2[NH:32][C:31]1=[O:33]. The yield is 0.590.